Dataset: Full USPTO retrosynthesis dataset with 1.9M reactions from patents (1976-2016). Task: Predict the reactants needed to synthesize the given product. Given the product [NH2:1][C:2]1[N:3]=[CH:4][C:5]([C:8]2[C:9]([F:27])=[C:10]([C:20]([CH:23]3[CH2:24][CH2:25][CH2:26]3)=[CH:21][CH:22]=2)[O:11][CH2:12][CH2:13][CH2:14][C:15]([OH:17])=[O:16])=[N:6][CH:7]=1, predict the reactants needed to synthesize it. The reactants are: [NH2:1][C:2]1[N:3]=[CH:4][C:5]([C:8]2[C:9]([F:27])=[C:10]([C:20]([CH:23]3[CH2:26][CH2:25][CH2:24]3)=[CH:21][CH:22]=2)[O:11][CH2:12][CH2:13][CH2:14][C:15]([O:17]CC)=[O:16])=[N:6][CH:7]=1.O[Li].O.O.Cl.